From a dataset of Reaction yield outcomes from USPTO patents with 853,638 reactions. Predict the reaction yield, written as a fraction of the theoretical maximum amount of product (1.0 means a 100% yield; for example, 0.34 means a 34% yield). (1) The reactants are [I:1][C:2]1[CH:3]=[C:4]2[C:8](=[CH:9][CH:10]=1)[NH:7][CH:6]=[CH:5]2.CN(C=O)C.[H-].[Na+].[CH:18]([Si:21]([CH:26]([CH3:28])[CH3:27])([CH:23]([CH3:25])[CH3:24])Cl)([CH3:20])[CH3:19]. The catalyst is C(Cl)Cl.O. The product is [I:1][C:2]1[CH:3]=[C:4]2[C:8](=[CH:9][CH:10]=1)[N:7]([Si:21]([CH:26]([CH3:28])[CH3:27])([CH:23]([CH3:25])[CH3:24])[CH:18]([CH3:20])[CH3:19])[CH:6]=[CH:5]2. The yield is 0.990. (2) The reactants are [CH2:1]([O:7][C:8]([NH:10][C@@H:11]([C:15]([CH3:18])([CH3:17])[CH3:16])[C:12]([OH:14])=O)=[O:9])[CH2:2][CH2:3][CH2:4][CH:5]=[CH2:6].CCN(C(C)C)C(C)C.CN(C(ON1N=NC2C=CC=NC1=2)=[N+](C)C)C.F[P-](F)(F)(F)(F)F.[CH3:52][O:53][C@:54]1([C:63]2[CH:72]=[CH:71][C:70]3[C:65](=[CH:66][C:67]([CH:73]=[CH2:74])=[CH:68][CH:69]=3)[CH:64]=2)[CH2:58][NH:57][C@H:56]([C:59]([O:61][CH3:62])=[O:60])[CH2:55]1. The catalyst is C(Cl)Cl. The product is [CH2:1]([O:7][C:8]([NH:10][C@@H:11]([C:15]([CH3:18])([CH3:17])[CH3:16])[C:12]([N:57]1[CH2:58][C@:54]([O:53][CH3:52])([C:63]2[CH:72]=[CH:71][C:70]3[C:65](=[CH:66][C:67]([CH:73]=[CH2:74])=[CH:68][CH:69]=3)[CH:64]=2)[CH2:55][C@H:56]1[C:59]([O:61][CH3:62])=[O:60])=[O:14])=[O:9])[CH2:2][CH2:3][CH2:4][CH:5]=[CH2:6]. The yield is 0.660. (3) The reactants are Br[C:2]1[CH:3]=[CH:4][C:5]2[N:6]([C:8]([C:12]3[S:13][C:14]([C:23]4[N:27]=[CH:26][N:25]([CH:28]5[CH2:33][CH2:32][CH2:31][CH2:30][O:29]5)[N:24]=4)=[C:15]([C:17]4[CH:22]=[CH:21][CH:20]=[CH:19][CH:18]=4)[N:16]=3)=[C:9]([CH3:11])[N:10]=2)[CH:7]=1.[F:34][C:35]1[CH:40]=[CH:39][CH:38]=[C:37]([O:41][CH3:42])[C:36]=1B(O)O.C(=O)([O-])[O-].[Cs+].[Cs+].CCOC(C)=O. The catalyst is COCCOC.O. The product is [F:34][C:35]1[CH:40]=[CH:39][CH:38]=[C:37]([O:41][CH3:42])[C:36]=1[C:2]1[CH:3]=[CH:4][C:5]2[N:6]([C:8]([C:12]3[S:13][C:14]([C:23]4[N:27]=[CH:26][N:25]([CH:28]5[CH2:33][CH2:32][CH2:31][CH2:30][O:29]5)[N:24]=4)=[C:15]([C:17]4[CH:22]=[CH:21][CH:20]=[CH:19][CH:18]=4)[N:16]=3)=[C:9]([CH3:11])[N:10]=2)[CH:7]=1. The yield is 0.920.